Dataset: Retrosynthesis with 50K atom-mapped reactions and 10 reaction types from USPTO. Task: Predict the reactants needed to synthesize the given product. (1) Given the product Clc1nc(NCc2ccccn2)c2c(-c3ccccc3)ccn2n1, predict the reactants needed to synthesize it. The reactants are: Clc1nc(Cl)c2c(-c3ccccc3)ccn2n1.NCc1ccccn1. (2) Given the product COC(=O)c1cccc(CSc2nc3ccccc3n2CC(=O)O)c1, predict the reactants needed to synthesize it. The reactants are: COC(=O)c1cccc(CSc2nc3ccccc3n2CC(=O)OC(C)(C)C)c1. (3) Given the product CCCNc1ncc(C(=O)OC)cc1C#N, predict the reactants needed to synthesize it. The reactants are: CCCN.COC(=O)c1cnc(Cl)c(C#N)c1. (4) Given the product COc1ccc(N2C[C@H](C)N[C@H](C)C2)cc1NS(=O)(=O)c1ccc(-c2cc(C)cs2)cc1, predict the reactants needed to synthesize it. The reactants are: COc1ccc(N2C[C@H](C)N[C@H](C)C2)cc1NS(=O)(=O)c1ccc(Br)cc1.Cc1csc(B(O)O)c1. (5) Given the product O=C(c1ncc(-c2cccnc2)o1)N1CCN2CC[C@@H]1C2, predict the reactants needed to synthesize it. The reactants are: C1CN2CC[C@H](C2)N1.O=C([O-])c1ncc(-c2cccnc2)o1. (6) The reactants are: CC(Br)C(=O)Br.Cc1cc(C)c(O)c(N)c1. Given the product Cc1cc(C)c(O)c(NC(=O)C(C)Br)c1, predict the reactants needed to synthesize it. (7) Given the product O=C(O)/C=C\C(=O)O, predict the reactants needed to synthesize it. The reactants are: CC(C)(C)OC(=O)N1CCN(CC(c2cccc(-c3ccccc3F)c2)C2(O)CCCCC2)CC1.